Dataset: Full USPTO retrosynthesis dataset with 1.9M reactions from patents (1976-2016). Task: Predict the reactants needed to synthesize the given product. (1) The reactants are: [CH3:1][C@H:2]1[C@:19]([OH:24])([C:20]([CH2:22][OH:23])=[O:21])[C@:18]2([CH3:25])[C@H:4]([C@H:5]3[C@:15]([F:27])([C@@H:16]([OH:26])[CH2:17]2)[C@:14]2([CH3:28])[C:8](=[CH:9][C:10]([CH:12]=[CH:13]2)=[O:11])[CH2:7][CH2:6]3)[CH2:3]1.[H][H]. Given the product [F:27][C@@:15]12[C@:14]3([CH3:28])[C:8](=[CH:9][C:10](=[O:11])[CH2:12][CH2:13]3)[CH2:7][CH2:6][C@H:5]1[C@H:4]1[C@@:18]([CH3:25])([C@@:19]([OH:24])([C:20](=[O:21])[CH2:22][OH:23])[C@H:2]([CH3:1])[CH2:3]1)[CH2:17][C@@H:16]2[OH:26], predict the reactants needed to synthesize it. (2) Given the product [C:30]([O:29][C:27]([N:24]1[C:25]2[C:21](=[CH:20][CH:19]=[C:18]([F:17])[CH:26]=2)[C:22]([C:2]2[CH:3]=[CH:4][C:5]3[S:9](=[O:11])(=[O:10])[NH:8][CH:7]([C:12]([O:14][CH3:15])=[O:13])[C:6]=3[CH:16]=2)=[CH:23]1)=[O:28])([CH3:33])([CH3:31])[CH3:32], predict the reactants needed to synthesize it. The reactants are: Br[C:2]1[CH:3]=[CH:4][C:5]2[S:9](=[O:11])(=[O:10])[NH:8][CH:7]([C:12]([O:14][CH3:15])=[O:13])[C:6]=2[CH:16]=1.[F:17][C:18]1[CH:26]=[C:25]2[C:21]([C:22](B3OC(C)(C)C(C)(C)O3)=[CH:23][N:24]2[C:27]([O:29][C:30]([CH3:33])([CH3:32])[CH3:31])=[O:28])=[CH:20][CH:19]=1.[F-].[Cs+].